This data is from hERG Central: cardiac toxicity at 1µM, 10µM, and general inhibition. The task is: Predict hERG channel inhibition at various concentrations. (1) The compound is O=C(c1ccc(N2CCN(C3CC(=O)N(Cc4cccs4)C3=O)CC2)cc1)c1cccnc1. Results: hERG_inhib (hERG inhibition (general)): blocker. (2) The drug is Cc1ccc(S(=O)(=O)N2CCN(c3ccc(C(=O)N4CCOCC4)cc3[N+](=O)[O-])CC2)cc1. Results: hERG_inhib (hERG inhibition (general)): blocker. (3) The molecule is CN(CC(=O)Nc1ccc(F)c(F)c1F)C(=O)c1ccc(-n2cncn2)cc1. Results: hERG_inhib (hERG inhibition (general)): blocker. (4) The compound is Cl.Clc1ccc(Cn2c(CN3CCCC3)nc3ccccc32)cc1. Results: hERG_inhib (hERG inhibition (general)): blocker.